This data is from Reaction yield outcomes from USPTO patents with 853,638 reactions. The task is: Predict the reaction yield, written as a fraction of the theoretical maximum amount of product (1.0 means a 100% yield; for example, 0.34 means a 34% yield). The reactants are [CH3:1][C@@:2]12[C:17]([CH3:19])([CH3:18])[C@@H:5]([C:6]3[C:7](=[O:16])[N:8]([CH2:11][C:12]([F:15])([F:14])[F:13])[NH:9][C:10]=31)[CH2:4][CH2:3]2.Br[CH2:21][CH2:22][C:23]1[CH:28]=[CH:27][CH:26]=[CH:25][CH:24]=1.ClCCl. The catalyst is [I-].C([N+](CCCC)(CCCC)CCCC)CCC.CN(C)C=O. The product is [CH3:1][C@@:2]12[C:17]([CH3:19])([CH3:18])[C@@H:5]([C:6]3[C:7](=[O:16])[N:8]([CH2:11][C:12]([F:13])([F:14])[F:15])[N:9]([CH2:21][CH2:22][C:23]4[CH:28]=[CH:27][CH:26]=[CH:25][CH:24]=4)[C:10]=31)[CH2:4][CH2:3]2. The yield is 0.120.